This data is from Reaction yield outcomes from USPTO patents with 853,638 reactions. The task is: Predict the reaction yield, written as a fraction of the theoretical maximum amount of product (1.0 means a 100% yield; for example, 0.34 means a 34% yield). (1) The reactants are C(OC([C:6]1[N:7]([CH2:17][CH2:18][NH:19][C:20]([O:22]C(C)(C)C)=O)[C:8]2[C:13]([CH:14]=1)=[CH:12][C:11]([F:15])=[CH:10][C:9]=2[Br:16])=O)C.FC(F)(F)C(O)=O.C(=O)([O-])[O-].[K+].[K+]. The catalyst is ClCCl. The product is [Br:16][C:9]1[C:8]2[N:7]3[CH2:17][CH2:18][NH:19][C:20](=[O:22])[C:6]3=[CH:14][C:13]=2[CH:12]=[C:11]([F:15])[CH:10]=1. The yield is 0.900. (2) The reactants are CC1(C)[O:9][C:8](=[O:10])[C:5]2([CH2:7][CH2:6]2)[C:4](=[O:11])O1.[CH2:13]([C:15]1[CH:16]=[C:17]([CH:19]=[CH:20][CH:21]=1)[NH2:18])[CH3:14]. The catalyst is C(O)C. The product is [CH2:13]([C:15]1[CH:16]=[C:17]([N:18]2[CH2:6][CH2:7][CH:5]([C:8]([OH:9])=[O:10])[C:4]2=[O:11])[CH:19]=[CH:20][CH:21]=1)[CH3:14]. The yield is 0.350. (3) The reactants are O.N1(O)C2C=CC=CC=2N=N1.[F:12][C:13]1[CH:21]=[CH:20][C:16]([C:17](Cl)=[O:18])=[CH:15][CH:14]=1.[NH2:22][C:23]1[N:27]([C@@H:28]2[CH2:33][CH2:32][C@H:31]([C:34]([NH:36][CH:37]([CH3:39])[CH3:38])=[O:35])[CH2:30][CH2:29]2)[C:26]2[CH:40]=[C:41]([N:44]3[CH2:49][CH2:48][O:47][CH2:46][CH2:45]3)[CH:42]=[CH:43][C:25]=2[N:24]=1. The catalyst is C(Cl)Cl. The product is [F:12][C:13]1[CH:21]=[CH:20][C:16]([C:17](/[N:22]=[C:23]2\[NH:24][C:25]3[CH:43]=[CH:42][C:41]([N:44]4[CH2:49][CH2:48][O:47][CH2:46][CH2:45]4)=[CH:40][C:26]=3[N:27]\2[C@H:28]2[CH2:33][CH2:32][C@@H:31]([C:34](=[O:35])[NH:36][CH:37]([CH3:39])[CH3:38])[CH2:30][CH2:29]2)=[O:18])=[CH:15][CH:14]=1. The yield is 0.344. (4) The yield is 0.210. The product is [Cl:14][C:9]1[C:10]([O:12][CH3:13])=[CH:11][C:6]([O:5][CH2:4][CH2:3][CH2:2][N:28]2[CH2:29][CH2:30][CH:25]([O:24][C:23]3[CH:33]=[CH:34][C:20]([Cl:19])=[CH:21][CH:22]=3)[C:26]([CH3:32])([CH3:31])[CH2:27]2)=[C:7]([NH:15][C:16](=[O:18])[CH3:17])[CH:8]=1. The catalyst is CN(C=O)C. The reactants are Br[CH2:2][CH2:3][CH2:4][O:5][C:6]1[CH:11]=[C:10]([O:12][CH3:13])[C:9]([Cl:14])=[CH:8][C:7]=1[NH:15][C:16](=[O:18])[CH3:17].[Cl:19][C:20]1[CH:34]=[CH:33][C:23]([O:24][CH:25]2[CH2:30][CH2:29][NH:28][CH2:27][C:26]2([CH3:32])[CH3:31])=[CH:22][CH:21]=1.C([O-])([O-])=O.[K+].[K+]. (5) The reactants are Br[C:2]1[C:3]([F:16])=[C:4]([NH:8]C(=O)OC(C)(C)C)[CH:5]=[CH:6][CH:7]=1.[CH2:17]([Sn](CCCC)(CCCC)C=C)[CH2:18]CC.FC(F)(F)C(O)=O. The catalyst is C1(C)C=CC=CC=1.ClCCl.C1C=CC([P]([Pd]([P](C2C=CC=CC=2)(C2C=CC=CC=2)C2C=CC=CC=2)([P](C2C=CC=CC=2)(C2C=CC=CC=2)C2C=CC=CC=2)[P](C2C=CC=CC=2)(C2C=CC=CC=2)C2C=CC=CC=2)(C2C=CC=CC=2)C2C=CC=CC=2)=CC=1. The product is [CH:17]([C:2]1[C:3]([F:16])=[C:4]([CH:5]=[CH:6][CH:7]=1)[NH2:8])=[CH2:18]. The yield is 0.580. (6) The reactants are [H-].[H-].[H-].[H-].[Li+].[Al+3].[O:7]=[C:8]1[CH2:13][CH2:12][C:11]([C:16]2[CH:21]=[CH:20][C:19]([O:22][CH2:23][CH2:24][CH2:25][N:26]3[CH2:30][CH2:29][CH2:28][CH2:27]3)=[CH:18][CH:17]=2)([C:14]#[N:15])[CH2:10][CH2:9]1.O.[OH-].[Na+]. The catalyst is C(OCC)C. The product is [NH2:15][CH2:14][C:11]1([C:16]2[CH:17]=[CH:18][C:19]([O:22][CH2:23][CH2:24][CH2:25][N:26]3[CH2:30][CH2:29][CH2:28][CH2:27]3)=[CH:20][CH:21]=2)[CH2:10][CH2:9][CH:8]([OH:7])[CH2:13][CH2:12]1. The yield is 0.540.